From a dataset of Blood-brain barrier permeability classification from the B3DB database. Regression/Classification. Given a drug SMILES string, predict its absorption, distribution, metabolism, or excretion properties. Task type varies by dataset: regression for continuous measurements (e.g., permeability, clearance, half-life) or binary classification for categorical outcomes (e.g., BBB penetration, CYP inhibition). Dataset: b3db_classification. (1) The compound is FC(F)(Cl)C(F)(F)Cl. The result is 1 (penetrates BBB). (2) The molecule is CCN(CC)CCCC(C)Nc1c2ccc(Cl)cc2nc2ccc(OC)cc12. The result is 0 (does not penetrate BBB). (3) The drug is Cc1nnc2n1-c1ccc(Cl)cc1C(c1ccccc1)=NC2. The result is 1 (penetrates BBB). (4) The drug is CN[C@@H](C)[C@@H](O)c1ccc(O)cc1. The result is 0 (does not penetrate BBB). (5) The molecule is COc1ccc([C@H]2[C@H](S(=O)(=O)c3ccccc3)[C@@]2(N)CO)cc1. The result is 0 (does not penetrate BBB). (6) The compound is CCC(=O)c1ccc2c(c1)N(C[C@@H](C)N(C)C)c1ccccc1S2. The result is 1 (penetrates BBB). (7) The drug is NC1[C@@H]2CN(c3nc4c(cc3F)c(=O)c(C(=O)O)cn4-c3ccc(F)cc3F)C[C@H]12. The result is 1 (penetrates BBB). (8) The drug is CN1CC[C@]23c4c5ccc(O)c4O[C@H]2[C@@H](O)CC[C@@]3(O)[C@H]1C5. The result is 1 (penetrates BBB). (9) The compound is CCOC(=O)NNc1ccc(N(CC)CC(C)O)nn1. The result is 0 (does not penetrate BBB). (10) The molecule is C=CC1=C(C(=O)O)N2C(=O)[C@@H](NC(=O)/C(=N/O)c3csc(N)n3)[C@H]2SC1. The result is 0 (does not penetrate BBB).